From a dataset of Full USPTO retrosynthesis dataset with 1.9M reactions from patents (1976-2016). Predict the reactants needed to synthesize the given product. (1) Given the product [Br:17][CH:8]([C:10]1[CH:15]=[CH:14][CH:13]=[CH:12][CH:11]=1)[C:3]1[CH:4]=[CH:5][CH:6]=[CH:7][C:2]=1[CH3:1], predict the reactants needed to synthesize it. The reactants are: [CH3:1][C:2]1[CH:7]=[CH:6][CH:5]=[CH:4][C:3]=1[CH:8]([C:10]1[CH:15]=[CH:14][CH:13]=[CH:12][CH:11]=1)O.P(Br)(Br)[Br:17].O. (2) The reactants are: [CH3:1][N:2]([CH3:21])[CH2:3][CH2:4][O:5][C:6]1[CH:7]=[C:8]([NH:13]C(=O)OC(C)(C)C)[CH:9]=[CH:10][C:11]=1[CH3:12].[OH-].[Na+]. Given the product [CH3:1][N:2]([CH3:21])[CH2:3][CH2:4][O:5][C:6]1[CH:7]=[C:8]([CH:9]=[CH:10][C:11]=1[CH3:12])[NH2:13], predict the reactants needed to synthesize it. (3) Given the product [CH2:36]([C:2]1[C:3]2[C:7]([CH:8]=[CH:9][CH:10]=1)=[N:6][N:5]1[C:11]([CH:16]3[CH2:17][CH2:18][N:19]([C:22]([O:24][C:25]([CH3:28])([CH3:27])[CH3:26])=[O:23])[CH2:20][CH2:21]3)=[CH:12][C:13](=[O:15])[NH:14][C:4]=21)[CH:37]([CH3:42])[CH3:38], predict the reactants needed to synthesize it. The reactants are: Cl[C:2]1[C:3]2[C:7]([CH:8]=[CH:9][CH:10]=1)=[N:6][N:5]1[C:11]([CH:16]3[CH2:21][CH2:20][N:19]([C:22]([O:24][C:25]([CH3:28])([CH3:27])[CH3:26])=[O:23])[CH2:18][CH2:17]3)=[CH:12][C:13](=[O:15])[NH:14][C:4]=21.C1(P(C2CCCCC2)[C:36]2C=CC=[CH:38][C:37]=2[C:42]2C(N(C)C)=CC=CC=2N(C)C)CCCCC1.[Cl-].[Li+].[Br-].C([Zn+])(C)C. (4) Given the product [CH3:40][N:1]1[C:5]2[CH:6]=[CH:7][CH:8]=[CH:9][C:4]=2[N:3]=[C:2]1[C:10]([N:12]([CH2:34][CH:35]([CH3:37])[CH3:36])[C@H:13]1[CH2:18][C@@H:17]([C:19]([N:21]2[CH2:22][CH2:23][O:24][CH2:25][CH2:26]2)=[O:20])[CH2:16][N:15]([C:27]([O:29][C:30]([CH3:31])([CH3:32])[CH3:33])=[O:28])[CH2:14]1)=[O:11], predict the reactants needed to synthesize it. The reactants are: [NH:1]1[C:5]2[CH:6]=[CH:7][CH:8]=[CH:9][C:4]=2[N:3]=[C:2]1[C:10]([N:12]([CH2:34][CH:35]([CH3:37])[CH3:36])[C@H:13]1[CH2:18][C@@H:17]([C:19]([N:21]2[CH2:26][CH2:25][O:24][CH2:23][CH2:22]2)=[O:20])[CH2:16][N:15]([C:27]([O:29][C:30]([CH3:33])([CH3:32])[CH3:31])=[O:28])[CH2:14]1)=[O:11].CI.[C:40](=O)([O-])[O-].[Cs+].[Cs+].